From a dataset of Catalyst prediction with 721,799 reactions and 888 catalyst types from USPTO. Predict which catalyst facilitates the given reaction. (1) Reactant: [CH:1]1([N:6]([CH2:14][C:15]2[CH:20]=[CH:19][CH:18]=[C:17]([O:21][CH2:22][CH:23]([OH:34])[CH2:24][N:25]3[CH2:33][C:32]4[C:27](=[CH:28][CH:29]=[CH:30][CH:31]=4)[CH2:26]3)[CH:16]=2)C(=O)OC(C)(C)C)[CH2:5][CH2:4][CH2:3][CH2:2]1.Cl.C(OCC)(=O)C. Product: [CH:1]1([NH:6][CH2:14][C:15]2[CH:16]=[C:17]([CH:18]=[CH:19][CH:20]=2)[O:21][CH2:22][CH:23]([OH:34])[CH2:24][N:25]2[CH2:26][C:27]3[C:32](=[CH:31][CH:30]=[CH:29][CH:28]=3)[CH2:33]2)[CH2:2][CH2:3][CH2:4][CH2:5]1. The catalyst class is: 13. (2) The catalyst class is: 2. Product: [CH3:1][O:2][C:3](=[O:15])[C:4]1[C:5](=[C:10]([NH:14][CH2:16][CH2:17][CH2:18][CH2:19][CH3:20])[CH:11]=[CH:12][CH:13]=1)[C:6]([O:8][CH3:9])=[O:7]. Reactant: [CH3:1][O:2][C:3](=[O:15])[C:4]1[C:5](=[C:10]([NH2:14])[CH:11]=[CH:12][CH:13]=1)[C:6]([O:8][CH3:9])=[O:7].[CH:16](=O)[CH2:17][CH2:18][CH2:19][CH3:20].C(O)(=O)C.C(O[BH-](OC(=O)C)OC(=O)C)(=O)C.[Na+]. (3) Reactant: [CH3:1][CH2:2][CH2:3][CH2:4][CH2:5][CH2:6][CH2:7][CH2:8][CH2:9][CH2:10][CH2:11][CH2:12][O:13][C:14]([CH:16]([N:18]([CH3:20])[CH3:19])[CH3:17])=[O:15].[P:21](=[O:25])([OH:24])([OH:23])[OH:22]. Product: [P:21](=[O:22])([OH:25])([OH:24])[OH:23].[CH3:19][N:18]([CH3:20])[CH:16]([CH3:17])[C:14]([O:13][CH2:12][CH2:11][CH2:10][CH2:9][CH2:8][CH2:7][CH2:6][CH2:5][CH2:4][CH2:3][CH2:2][CH3:1])=[O:15]. The catalyst class is: 13. (4) Reactant: [Br:1][C:2]1[C:3]([OH:12])=[C:4]([C:9](=[O:11])[CH3:10])[CH:5]=[C:6]([CH3:8])[CH:7]=1.[Cl:13][C:14]1[CH:15]=[C:16]([CH:19]=[CH:20][C:21]=1[O:22][CH3:23])[CH:17]=O.[OH-].[Na+].Cl. Product: [Br:1][C:2]1[C:3]([OH:12])=[C:4]([C:9](=[O:11])/[CH:10]=[CH:17]/[C:16]2[CH:19]=[CH:20][C:21]([O:22][CH3:23])=[C:14]([Cl:13])[CH:15]=2)[CH:5]=[C:6]([CH3:8])[CH:7]=1. The catalyst class is: 97. (5) Reactant: [NH2:1][C:2]1[CH:7]=[CH:6][C:5]([F:8])=[CH:4][C:3]=1[NH:9][C:10](=O)[C:11]1[CH:16]=[C:15]([C:17]([F:20])([F:19])[F:18])[CH:14]=[N:13][C:12]=1[Cl:21]. Product: [Cl:21][C:12]1[C:11]([C:10]2[NH:1][C:2]3[CH:7]=[CH:6][C:5]([F:8])=[CH:4][C:3]=3[N:9]=2)=[CH:16][C:15]([C:17]([F:20])([F:19])[F:18])=[CH:14][N:13]=1. The catalyst class is: 52. (6) Reactant: Br[C:2]1[CH:3]=[C:4]([C:8]2[N:12]3[N:13]=[CH:14][C:15]([C:17]([F:20])([F:19])[F:18])=[N:16][C:11]3=[N:10][CH:9]=2)[CH:5]=[CH:6][CH:7]=1.C([Sn](CCCC)(CCCC)[C:26]1[S:27][CH:28]=[CH:29][N:30]=1)CCC. Product: [S:27]1[CH:28]=[CH:29][N:30]=[C:26]1[C:2]1[CH:3]=[C:4]([C:8]2[N:12]3[N:13]=[CH:14][C:15]([C:17]([F:20])([F:19])[F:18])=[N:16][C:11]3=[N:10][CH:9]=2)[CH:5]=[CH:6][CH:7]=1. The catalyst class is: 176. (7) Reactant: [CH:1]1([CH2:4][O:5][CH2:6][C:7]2[NH:12][C:11](=S)[NH:10][C:9](=[O:14])[CH:8]=2)[CH2:3][CH2:2]1.BrCC(O)=[O:18].[OH-].[Na+]. Product: [CH:1]1([CH2:4][O:5][CH2:6][C:7]2[NH:12][C:11](=[O:18])[NH:10][C:9](=[O:14])[CH:8]=2)[CH2:3][CH2:2]1. The catalyst class is: 88. (8) Reactant: [H-].[H-].[H-].[H-].[Li+].[Al+3].[NH2:7][C@H:8]([C:23]([F:26])([F:25])[F:24])[CH2:9][C:10]([NH:12][C@H:13]([C:15]1[CH:20]=[CH:19][C:18]([O:21][CH3:22])=[CH:17][CH:16]=1)[CH3:14])=O.O.[OH-].[Na+]. Product: [F:24][C:23]([F:25])([F:26])[C@@H:8]([NH2:7])[CH2:9][CH2:10][NH:12][C@H:13]([C:15]1[CH:20]=[CH:19][C:18]([O:21][CH3:22])=[CH:17][CH:16]=1)[CH3:14]. The catalyst class is: 27. (9) Reactant: [C:12]([O:11][C:9](O[C:9]([O:11][C:12]([CH3:15])([CH3:14])[CH3:13])=[O:10])=[O:10])([CH3:15])([CH3:14])[CH3:13].[CH3:16][O:17][C:18]1[CH:19]=[C:20]([CH:22]=[C:23]([O:25][CH3:26])[CH:24]=1)[NH2:21]. Product: [C:12]([O:11][C:9](=[O:10])[NH:21][C:20]1[CH:22]=[C:23]([O:25][CH3:26])[CH:24]=[C:18]([O:17][CH3:16])[CH:19]=1)([CH3:13])([CH3:14])[CH3:15]. The catalyst class is: 1.